Dataset: Forward reaction prediction with 1.9M reactions from USPTO patents (1976-2016). Task: Predict the product of the given reaction. (1) Given the reactants [F:1][C:2]1[CH:14]=[CH:13][CH:12]=[CH:11][C:3]=1[CH2:4][N:5]1[CH:9]=[N:8][NH:7][C:6]1=[O:10].[OH-].[Na+].[Br:17]Br, predict the reaction product. The product is: [Br:17][C:9]1[N:5]([CH2:4][C:3]2[CH:11]=[CH:12][CH:13]=[CH:14][C:2]=2[F:1])[C:6](=[O:10])[NH:7][N:8]=1. (2) Given the reactants [Na].Cl[C:3]1[N:8]=[C:7]([C:9]2[CH:14]=[CH:13][N:12]=[CH:11][CH:10]=2)[N:6]=[C:5]([NH:15][S:16]([C:19]2[CH:24]=[CH:23][C:22]([CH3:25])=[CH:21][N:20]=2)(=[O:18])=[O:17])[C:4]=1[O:26][C:27]1[CH:32]=[CH:31][CH:30]=[CH:29][C:28]=1[O:33][CH3:34].[CH3:35][OH:36], predict the reaction product. The product is: [CH3:35][O:36][C:3]1[N:8]=[C:7]([C:9]2[CH:14]=[CH:13][N:12]=[CH:11][CH:10]=2)[N:6]=[C:5]([NH:15][S:16]([C:19]2[CH:24]=[CH:23][C:22]([CH3:25])=[CH:21][N:20]=2)(=[O:18])=[O:17])[C:4]=1[O:26][C:27]1[CH:32]=[CH:31][CH:30]=[CH:29][C:28]=1[O:33][CH3:34].